This data is from Full USPTO retrosynthesis dataset with 1.9M reactions from patents (1976-2016). The task is: Predict the reactants needed to synthesize the given product. (1) Given the product [Cl:1][C:2]1[C:7]2[CH:8]=[CH:9][N:10]([CH2:18][CH3:19])[C:6]=2[C:5]([C:11]([O:13][CH2:14][CH3:15])=[O:12])=[CH:4][N:3]=1, predict the reactants needed to synthesize it. The reactants are: [Cl:1][C:2]1[C:7]2[CH:8]=[CH:9][NH:10][C:6]=2[C:5]([C:11]([O:13][CH2:14][CH3:15])=[O:12])=[CH:4][N:3]=1.[H-].[Na+].[CH2:18](I)[CH3:19]. (2) Given the product [CH:1]([C:4]1[CH:5]=[C:6]([NH2:11])[C:7]([NH2:8])=[CH:9][CH:10]=1)([CH3:3])[CH3:2], predict the reactants needed to synthesize it. The reactants are: [CH:1]([C:4]1[CH:10]=[CH:9][C:7]([NH2:8])=[C:6]([N+:11]([O-])=O)[CH:5]=1)([CH3:3])[CH3:2].[H][H]. (3) The reactants are: [OH:1][N:2]1[CH:6]=[CH:5][C:4]([Br:7])=[N:3]1.[CH3:8][N:9]([C:13]1[CH:18]=[CH:17][CH:16]=[CH:15][CH:14]=1)[C:10](Cl)=[O:11]. Given the product [Br:7][C:4]1[CH:5]=[CH:6][N:2]([O:1][C:10](=[O:11])[N:9]([CH3:8])[C:13]2[CH:18]=[CH:17][CH:16]=[CH:15][CH:14]=2)[N:3]=1, predict the reactants needed to synthesize it. (4) Given the product [F:33][C:29]1[CH:28]=[C:27]([CH:32]=[CH:31][CH:30]=1)[CH2:26][O:25][C:22]1[CH:23]=[CH:24][C:19]([NH:18][C:16]2[N:15]=[CH:14][N:13]=[C:12]3[NH:11][N:10]=[C:9]([O:8][CH2:7][CH2:6][N:39]4[CH2:40][CH2:41][N:36]([CH3:35])[CH2:37][CH2:38]4)[C:17]=23)=[CH:20][C:21]=1[CH3:34], predict the reactants needed to synthesize it. The reactants are: CS(O[CH2:6][CH2:7][O:8][C:9]1[C:17]2[C:12](=[N:13][CH:14]=[N:15][C:16]=2[NH:18][C:19]2[CH:24]=[CH:23][C:22]([O:25][CH2:26][C:27]3[CH:32]=[CH:31][CH:30]=[C:29]([F:33])[CH:28]=3)=[C:21]([CH3:34])[CH:20]=2)[NH:11][N:10]=1)(=O)=O.[CH3:35][N:36]1[CH2:41][CH2:40][NH:39][CH2:38][CH2:37]1. (5) Given the product [CH2:1]([C@:3]12[CH2:11][CH2:10][C@@H:9]3[C:12]4[CH:13]=[CH:14][C:15]([O:21][CH3:22])=[CH:16][C:17]=4[CH2:18][C@@H:19]([CH3:20])[C@H:8]3[C@@H:7]1[CH2:6][CH2:5][C:4]2=[O:23])[CH3:2], predict the reactants needed to synthesize it. The reactants are: [CH2:1]([C@:3]12[CH2:11][CH2:10][C@@H:9]3[C:12]4[CH:13]=[CH:14][C:15]([O:21][CH3:22])=[CH:16][C:17]=4[CH2:18][C@@H:19]([CH3:20])[C@H:8]3[C@@H:7]1[CH2:6][CH2:5][C@@H:4]2[OH:23])[CH3:2].C[N+]1([O-])CCOCC1. (6) Given the product [NH:8]1[CH2:13][CH2:12][O:11][CH:10]([CH2:14][NH:15][C:16]([C:18]2[C:19]3[CH2:20][C@H:21]4[CH2:34][C@H:22]4[C:23]=3[N:24]([C:26]3[CH:31]=[CH:30][C:29]([F:32])=[CH:28][C:27]=3[F:33])[N:25]=2)=[O:17])[CH2:9]1, predict the reactants needed to synthesize it. The reactants are: C(OC([N:8]1[CH2:13][CH2:12][O:11][CH:10]([CH2:14][NH:15][C:16]([C:18]2[C:19]3[CH2:20][C@H:21]4[CH2:34][C@H:22]4[C:23]=3[N:24]([C:26]3[CH:31]=[CH:30][C:29]([F:32])=[CH:28][C:27]=3[F:33])[N:25]=2)=[O:17])[CH2:9]1)=O)(C)(C)C.Cl. (7) Given the product [CH:24]1([CH2:27][NH:1][C:2]2[N:7]=[CH:6][C:5]([C:8]3[CH:9]=[CH:10][C:11]([OH:14])=[CH:12][CH:13]=3)=[C:4]([CH2:15][CH3:16])[C:3]=2[C:17]2[CH:18]=[CH:19][C:20]([OH:23])=[CH:21][CH:22]=2)[CH2:26][CH2:25]1, predict the reactants needed to synthesize it. The reactants are: [NH2:1][C:2]1[N:7]=[CH:6][C:5]([C:8]2[CH:13]=[CH:12][C:11]([OH:14])=[CH:10][CH:9]=2)=[C:4]([CH2:15][CH3:16])[C:3]=1[C:17]1[CH:22]=[CH:21][C:20]([OH:23])=[CH:19][CH:18]=1.[CH:24]1([CH:27]=O)[CH2:26][CH2:25]1.[BH-](OC(C)=O)(OC(C)=O)OC(C)=O.[Na+]. (8) Given the product [CH2:46]([O:48][C:49]([N:51]1[CH2:52][CH2:53][N:54]([C:9](=[O:11])[C@@H:8]([NH:12][C:13]([O:15][CH2:16][C:17]2[CH:22]=[CH:21][CH:20]=[CH:19][CH:18]=2)=[O:14])[CH2:7][C:6]([O:5][C:1]([CH3:2])([CH3:3])[CH3:4])=[O:23])[CH2:55][CH2:56]1)=[O:50])[CH3:47], predict the reactants needed to synthesize it. The reactants are: [C:1]([O:5][C:6](=[O:23])[CH2:7][C@H:8]([NH:12][C:13]([O:15][CH2:16][C:17]1[CH:22]=[CH:21][CH:20]=[CH:19][CH:18]=1)=[O:14])[C:9]([OH:11])=O)([CH3:4])([CH3:3])[CH3:2].[B-](F)(F)(F)F.CCOC(C(C#N)=NOC(N(C)C)=[N+](C)C)=O.[CH2:46]([O:48][C:49]([N:51]1[CH2:56][CH2:55][NH:54][CH2:53][CH2:52]1)=[O:50])[CH3:47].C(=O)([O-])O.[Na+].